From a dataset of Reaction yield outcomes from USPTO patents with 853,638 reactions. Predict the reaction yield, written as a fraction of the theoretical maximum amount of product (1.0 means a 100% yield; for example, 0.34 means a 34% yield). (1) The catalyst is CC#N. The yield is 0.530. The product is [CH3:1][S:2]([C:5]1[CH:10]=[CH:9][C:8]([O:11][CH2:20][CH2:19][Br:18])=[CH:7][CH:6]=1)(=[O:3])=[O:4]. The reactants are [CH3:1][S:2]([C:5]1[CH:10]=[CH:9][C:8]([OH:11])=[CH:7][CH:6]=1)(=[O:4])=[O:3].C([O-])([O-])=O.[Cs+].[Cs+].[Br:18][CH2:19][CH2:20]Br. (2) The reactants are [C:1]([O:5][C:6](=[O:36])[NH:7][C:8]1([C:12]2[CH:17]=[CH:16][C:15]([C:18]3[C:19]([C:30]4[CH:35]=[CH:34][CH:33]=[CH:32][CH:31]=4)=[CH:20][C:21]4[NH:26]/[C:25](=[N:27]/[NH2:28])/[CH2:24][O:23][C:22]=4[N:29]=3)=[CH:14][CH:13]=2)[CH2:11][CH2:10][CH2:9]1)([CH3:4])([CH3:3])[CH3:2].CO[C:39](OC)(OC)[CH3:40]. No catalyst specified. The product is [CH3:39][C:40]1[N:26]2[C:21]3[CH:20]=[C:19]([C:30]4[CH:31]=[CH:32][CH:33]=[CH:34][CH:35]=4)[C:18]([C:15]4[CH:14]=[CH:13][C:12]([C:8]5([NH:7][C:6](=[O:36])[O:5][C:1]([CH3:4])([CH3:2])[CH3:3])[CH2:11][CH2:10][CH2:9]5)=[CH:17][CH:16]=4)=[N:29][C:22]=3[O:23][CH2:24][C:25]2=[N:27][N:28]=1. The yield is 0.470. (3) The reactants are Cl[CH2:2][CH2:3][CH2:4][S:5][C:6]1[N:7]([CH3:18])[C:8]([C:11]2[S:15][C:14]([CH3:16])=[N:13][C:12]=2[CH3:17])=[N:9][N:10]=1.C([O-])([O-])=O.[K+].[K+].Cl.[Cl:26][C:27]1[CH:28]=[C:29]2[C:37](=[CH:38][CH:39]=1)[C:32]1([CH2:36][CH2:35][NH:34][CH2:33]1)[CH2:31][CH2:30]2.[Na+].[I-]. The catalyst is CN1C(=O)CCC1.O. The product is [Cl:26][C:27]1[CH:28]=[C:29]2[C:37](=[CH:38][CH:39]=1)[C:32]1([CH2:36][CH2:35][N:34]([CH2:2][CH2:3][CH2:4][S:5][C:6]3[N:7]([CH3:18])[C:8]([C:11]4[S:15][C:14]([CH3:16])=[N:13][C:12]=4[CH3:17])=[N:9][N:10]=3)[CH2:33]1)[CH2:31][CH2:30]2. The yield is 0.520. (4) The reactants are [CH3:1][O:2][C:3]1[CH:4]=[CH:5][C:6]2[N:12]3[C:13]([CH3:16])=[N:14][N:15]=[C:11]3[CH:10]([CH3:17])[CH2:9][NH:8][C:7]=2[N:18]=1.I[C:20]1[CH:27]=[CH:26][C:23]([C:24]#[N:25])=[CH:22][CH:21]=1.C(=O)([O-])[O-].[Cs+].[Cs+]. The catalyst is C1(C)C=CC=CC=1.[Pd].C(=CC(C=CC1C=CC=CC=1)=O)C1C=CC=CC=1.C(=CC(C=CC1C=CC=CC=1)=O)C1C=CC=CC=1. The product is [CH3:1][O:2][C:3]1[CH:4]=[CH:5][C:6]2[N:12]3[C:13]([CH3:16])=[N:14][N:15]=[C:11]3[CH:10]([CH3:17])[CH2:9][N:8]([C:20]3[CH:27]=[CH:26][C:23]([C:24]#[N:25])=[CH:22][CH:21]=3)[C:7]=2[N:18]=1. The yield is 0.310. (5) The yield is 0.910. The reactants are [NH2:1][C:2]1[CH:26]=[CH:25][C:5]([O:6][C:7]2[C:8]([F:24])=[C:9]([C@H:14]([NH:17][S@@:18]([C:20]([CH3:23])([CH3:22])[CH3:21])=[O:19])[CH2:15][CH3:16])[CH:10]=[CH:11][C:12]=2[Cl:13])=[CH:4][CH:3]=1.[C:27](OC(=O)C)(=[O:29])[CH3:28]. The catalyst is C(Cl)Cl. The product is [Cl:13][C:12]1[C:7]([O:6][C:5]2[CH:4]=[CH:3][C:2]([NH:1][C:27](=[O:29])[CH3:28])=[CH:26][CH:25]=2)=[C:8]([F:24])[C:9]([C@H:14]([NH:17][S@@:18]([C:20]([CH3:22])([CH3:21])[CH3:23])=[O:19])[CH2:15][CH3:16])=[CH:10][CH:11]=1. (6) The reactants are FC(C1NN=C(C(F)(F)F)C=1)(F)F.C(=O)([O-])[O-].[K+].[K+].Br[C:21]1[CH:22]=[CH:23][C:24]([N+:27]([O-:29])=[O:28])=[N:25][CH:26]=1.CC(=O)OCC.[Cl-].[Na+].O. The catalyst is CS(C)=O. The product is [N+:27]([C:24]1[CH:23]=[CH:22][CH:21]=[CH:26][N:25]=1)([O-:29])=[O:28]. The yield is 0.0870.